Dataset: Forward reaction prediction with 1.9M reactions from USPTO patents (1976-2016). Task: Predict the product of the given reaction. (1) Given the reactants [Cl:1][C:2]1[C:3](=[O:38])[N:4]([C:27]2[CH:28]=[C:29]([CH:34]=[CH:35][C:36]=2[CH3:37])[C:30]([O:32]C)=[O:31])[C:5]([CH3:26])=[CH:6][C:7]=1[O:8][CH2:9][C:10]1[CH:15]=[CH:14][C:13]([F:16])=[CH:12][C:11]=1[CH2:17][NH:18][C:19]([NH:21][CH:22]1[CH2:25][CH2:24][CH2:23]1)=[O:20].[OH-].[Na+].CO.O, predict the reaction product. The product is: [Cl:1][C:2]1[C:3](=[O:38])[N:4]([C:27]2[CH:28]=[C:29]([CH:34]=[CH:35][C:36]=2[CH3:37])[C:30]([OH:32])=[O:31])[C:5]([CH3:26])=[CH:6][C:7]=1[O:8][CH2:9][C:10]1[CH:15]=[CH:14][C:13]([F:16])=[CH:12][C:11]=1[CH2:17][NH:18][C:19]([NH:21][CH:22]1[CH2:23][CH2:24][CH2:25]1)=[O:20]. (2) Given the reactants Cl[C:2]1[S:3][C:4]([CH2:7][N:8]2[CH2:12][CH:11]([C:13]3[CH:18]=[C:17]([F:19])[CH:16]=[C:15]([F:20])[C:14]=3[F:21])[CH2:10][C:9]2=[O:22])=[CH:5][N:6]=1.C[O-].[Na+].[CH3:26][NH2:27], predict the reaction product. The product is: [CH3:26][NH:27][C:2]1[S:3][C:4]([CH2:7][N:8]2[CH2:12][CH:11]([C:13]3[CH:18]=[C:17]([F:19])[CH:16]=[C:15]([F:20])[C:14]=3[F:21])[CH2:10][C:9]2=[O:22])=[CH:5][N:6]=1.